This data is from Reaction yield outcomes from USPTO patents with 853,638 reactions. The task is: Predict the reaction yield, written as a fraction of the theoretical maximum amount of product (1.0 means a 100% yield; for example, 0.34 means a 34% yield). (1) The reactants are C[O:2][C:3](=O)[C:4]1[CH:9]=[C:8]([C:10]2[CH:15]=[CH:14][C:13]([Cl:16])=[C:12]([Cl:17])[CH:11]=2)[CH:7]=[N:6][CH:5]=1. The catalyst is C1COCC1. The product is [Cl:17][C:12]1[CH:11]=[C:10]([C:8]2[CH:9]=[C:4]([CH2:3][OH:2])[CH:5]=[N:6][CH:7]=2)[CH:15]=[CH:14][C:13]=1[Cl:16]. The yield is 0.270. (2) The reactants are F[P-](F)(F)(F)(F)F.C[N:9]([CH3:25])/[C:10](/[C:16]1[CH:17]=[N:18][N:19]2[CH:24]=[CH:23][CH:22]=[CH:21][C:20]=12)=[CH:11]\[CH:12]=[N+:13](C)C.[NH2:26][C:27]1[C:28]([N:39]2[CH2:44][CH2:43][N:42]([CH3:45])[CH2:41][CH2:40]2)=[CH:29][C:30]([O:37][CH3:38])=[C:31]([NH:33]C(N)=N)[CH:32]=1.CN(C)C(N(C)C)=N. The catalyst is COCCO.CCOC(C)=O. The product is [CH3:38][O:37][C:30]1[CH:29]=[C:28]([N:39]2[CH2:44][CH2:43][N:42]([CH3:45])[CH2:41][CH2:40]2)[C:27]([NH2:26])=[CH:32][C:31]=1[NH:33][C:25]1[N:9]=[C:10]([C:16]2[CH:17]=[N:18][N:19]3[CH:24]=[CH:23][CH:22]=[CH:21][C:20]=23)[CH:11]=[CH:12][N:13]=1. The yield is 0.530. (3) The reactants are [F:1][C:2]1[C:15]([F:16])=[CH:14][CH:13]=[CH:12][C:3]=1[O:4][C:5]1[CH:11]=[CH:10][C:8](N)=[CH:7][CH:6]=1.Cl.N([O-])=O.[Na+].NC(N)=O.[Na+].[I-:27]. The catalyst is O. The product is [F:16][C:15]1[CH:14]=[CH:13][CH:12]=[C:3]([O:4][C:5]2[CH:11]=[CH:10][C:8]([I:27])=[CH:7][CH:6]=2)[C:2]=1[F:1]. The yield is 0.790.